This data is from Reaction yield outcomes from USPTO patents with 853,638 reactions. The task is: Predict the reaction yield, written as a fraction of the theoretical maximum amount of product (1.0 means a 100% yield; for example, 0.34 means a 34% yield). (1) The reactants are [NH2:1][C:2]1[CH:7]=[C:6]([O:8][C:9]2[CH:14]=[CH:13][C:12]([N+:15]([O-])=O)=[CH:11][C:10]=2[Cl:18])[N:5]=[CH:4][N:3]=1.Cl[C:20](OC1C=CC=CC=1)=[O:21].[NH:29]1[CH2:33][CH2:32][CH2:31][CH2:30]1.[Cl-].[NH4+]. The catalyst is O1CCCC1.[Fe].O.C(O)C.C(N(CC)CC)C. The product is [NH2:15][C:12]1[CH:13]=[CH:14][C:9]([O:8][C:6]2[CH:7]=[C:2]([NH:1][C:20]([N:29]3[CH2:33][CH2:32][CH2:31][CH2:30]3)=[O:21])[N:3]=[CH:4][N:5]=2)=[C:10]([Cl:18])[CH:11]=1. The yield is 0.510. (2) The reactants are F[C:2]1[CH:9]=[C:8]([F:10])[CH:7]=[CH:6][C:3]=1[C:4]#[N:5].[NH2:11][C@H:12]1[CH2:17][CH2:16][C@H:15]([OH:18])[CH2:14][CH2:13]1.C(N(CC)C(C)C)(C)C.[NH4+].[Cl-]. The catalyst is CS(C)=O. The product is [F:10][C:8]1[CH:7]=[CH:6][C:3]([C:4]#[N:5])=[C:2]([NH:11][CH:12]2[CH2:17][CH2:16][CH:15]([OH:18])[CH2:14][CH2:13]2)[CH:9]=1. The yield is 0.250. (3) The reactants are [F:1][C:2]1[CH:24]=[CH:23][C:5]([CH2:6][N:7]2CCN(C3C=C(C=CN=3)C(OC)=O)C2=O)=[CH:4][CH:3]=1.[F:25][CH:26]([F:52])[C:27]1[CH:32]=[CH:31][C:30]([C:33]([F:51])([F:50])[N:34]2[CH2:38][CH2:37][N:36]([C:39]3[CH:40]=[C:41]([CH:46]=[CH:47][N:48]=3)[C:42]([O:44]C)=O)[C:35]2=[O:49])=[CH:29][CH:28]=1.FC1C=CC(CN)=CC=1. No catalyst specified. The product is [F:52][CH:26]([F:25])[C:27]1[CH:28]=[CH:29][C:30]([C:33]([F:50])([F:51])[N:34]2[CH2:38][CH2:37][N:36]([C:39]3[CH:40]=[C:41]([CH:46]=[CH:47][N:48]=3)[C:42]([NH:7][CH2:6][C:5]3[CH:23]=[CH:24][C:2]([F:1])=[CH:3][CH:4]=3)=[O:44])[C:35]2=[O:49])=[CH:31][CH:32]=1. The yield is 0.410. (4) The reactants are [C:1]([O:5][C:6]([N:8]1[CH2:13][CH2:12][CH:11]([N:14]2[C:22](=[O:23])[C:21]3[C:20]([C:24]([OH:26])=O)=[CH:19][CH:18]=[CH:17][C:16]=3[CH:15]2[CH3:27])[CH2:10][CH2:9]1)=[O:7])([CH3:4])([CH3:3])[CH3:2].C[N:29](C)C=O.C(N(CC)C(C)C)(C)C. No catalyst specified. The product is [C:1]([O:5][C:6]([N:8]1[CH2:13][CH2:12][CH:11]([N:14]2[C:22](=[O:23])[C:21]3[C:16](=[CH:17][CH:18]=[CH:19][C:20]=3[C:24](=[O:26])[NH2:29])[CH:15]2[CH3:27])[CH2:10][CH2:9]1)=[O:7])([CH3:4])([CH3:2])[CH3:3]. The yield is 0.740. (5) The reactants are [Si:1]([O:8][C@H:9]1[CH2:13][N:12]([S:14]([C:17]2[CH:22]=[CH:21][C:20]([C:23]([F:26])([F:25])[F:24])=[CH:19][CH:18]=2)(=[O:16])=[O:15])[C@H:11]([CH:27]=[CH2:28])[CH2:10]1)([C:4]([CH3:7])([CH3:6])[CH3:5])([CH3:3])[CH3:2]. The catalyst is CCOC(C)=O. The product is [Si:1]([O:8][C@H:9]1[CH2:13][N:12]([S:14]([C:17]2[CH:18]=[CH:19][C:20]([C:23]([F:24])([F:25])[F:26])=[CH:21][CH:22]=2)(=[O:16])=[O:15])[C@H:11]([CH2:27][CH3:28])[CH2:10]1)([C:4]([CH3:7])([CH3:6])[CH3:5])([CH3:3])[CH3:2]. The yield is 0.860. (6) The reactants are Br[C:2]1[S:3][CH:4]=[CH:5][CH:6]=1.C([Li])CCC.CCCCCC.[CH:18](=[O:25])[C:19]1[CH:24]=[CH:23][N:22]=[CH:21][CH:20]=1. The catalyst is C1COCC1. The product is [N:22]1[CH:23]=[CH:24][C:19]([CH:18]([C:2]2[S:3][CH:4]=[CH:5][CH:6]=2)[OH:25])=[CH:20][CH:21]=1. The yield is 0.340. (7) The reactants are [Si]([O:8][CH2:9][C:10]1[C:11]([NH:22][C:23]2[CH:27]=[C:26]([CH:28]3[CH2:30][CH2:29]3)[NH:25][N:24]=2)=[N:12][C:13]([C:16]2[CH:21]=[CH:20][CH:19]=[CH:18][CH:17]=2)=[N:14][CH:15]=1)(C(C)(C)C)(C)C.CCCC[N+](CCCC)(CCCC)CCCC.[F-]. The catalyst is C1COCC1. The product is [CH:28]1([C:26]2[NH:25][N:24]=[C:23]([NH:22][C:11]3[C:10]([CH2:9][OH:8])=[CH:15][N:14]=[C:13]([C:16]4[CH:21]=[CH:20][CH:19]=[CH:18][CH:17]=4)[N:12]=3)[CH:27]=2)[CH2:29][CH2:30]1. The yield is 0.274. (8) The reactants are [Br:1][CH2:2][CH2:3]OC1C=CC(O)=CC=1.[C:12]1([CH2:18][CH2:19][OH:20])[CH:17]=[CH:16][CH:15]=[CH:14][CH:13]=1.[C:34]1(P([C:34]2[CH:39]=[CH:38][CH:37]=[CH:36][CH:35]=2)[C:34]2[CH:39]=[CH:38][CH:37]=[CH:36][CH:35]=2)[CH:39]=[CH:38][CH:37]=[CH:36][CH:35]=1.N(C(OC(C)(C)C)=O)=NC(OC(C)(C)C)=O. The catalyst is C(Cl)Cl. The product is [CH2:19]([O:20][C:37]1[CH:36]=[CH:35][C:34]([CH:2]([Br:1])[CH3:3])=[CH:39][CH:38]=1)[CH2:18][C:12]1[CH:17]=[CH:16][CH:15]=[CH:14][CH:13]=1. The yield is 0.850.